This data is from Forward reaction prediction with 1.9M reactions from USPTO patents (1976-2016). The task is: Predict the product of the given reaction. (1) Given the reactants [CH3:1][O:2][C:3]1[CH:42]=[C:41]([O:43][CH3:44])[CH:40]=[CH:39][C:4]=1[CH2:5][NH:6][C:7]([CH:9]1[N:20]([C:21]2([CH2:26][O:27][Si](C(C)C)(C(C)C)C(C)C)[CH2:25][CH2:24][CH2:23][CH2:22]2)[C:13]2[N:14]=[C:15]([S:18][CH3:19])[N:16]=[CH:17][C:12]=2[C:11](=[O:38])[CH2:10]1)=[O:8].[F-].C([N+](CCCC)(CCCC)CCCC)CCC, predict the reaction product. The product is: [CH3:1][O:2][C:3]1[CH:42]=[C:41]([O:43][CH3:44])[CH:40]=[CH:39][C:4]=1[CH2:5][NH:6][C:7]([CH:9]1[N:20]([C:21]2([CH2:26][OH:27])[CH2:22][CH2:23][CH2:24][CH2:25]2)[C:13]2[N:14]=[C:15]([S:18][CH3:19])[N:16]=[CH:17][C:12]=2[C:11](=[O:38])[CH2:10]1)=[O:8]. (2) Given the reactants Cl[C:2]1[CH:7]=[C:6]([N:8]2[C:12]3[CH:13]=[C:14]([F:17])[CH:15]=[CH:16][C:11]=3[N:10]=[C:9]2[CH3:18])[N:5]=[C:4]([N:19]([C:22]2[CH:27]=[CH:26][C:25]([O:28][CH3:29])=[CH:24][CH:23]=2)C=O)[N:3]=1.[OH-].[NH4+:31], predict the reaction product. The product is: [F:17][C:14]1[CH:15]=[CH:16][C:11]2[N:10]=[C:9]([CH3:18])[N:8]([C:6]3[N:5]=[C:4]([NH:19][C:22]4[CH:23]=[CH:24][C:25]([O:28][CH3:29])=[CH:26][CH:27]=4)[N:3]=[C:2]([NH2:31])[CH:7]=3)[C:12]=2[CH:13]=1. (3) Given the reactants Br[C:2]1[CH:3]=[C:4]2[C:10]([C:11]3[CH:20]=[CH:19][C:14]([C:15]([NH:17][CH3:18])=[O:16])=[CH:13][CH:12]=3)=[CH:9][N:8](S(C3C=CC(C)=CC=3)(=O)=O)[C:5]2=[N:6][CH:7]=1.[CH3:31][O:32][C:33]1[CH:34]=[C:35](B(O)O)[CH:36]=[C:37]([O:41][CH3:42])[C:38]=1[O:39][CH3:40].C([O-])([O-])=O.[Na+].[Na+].O, predict the reaction product. The product is: [CH3:18][NH:17][C:15](=[O:16])[C:14]1[CH:19]=[CH:20][C:11]([C:10]2[C:4]3[C:5](=[N:6][CH:7]=[C:2]([C:35]4[CH:36]=[C:37]([O:41][CH3:42])[C:38]([O:39][CH3:40])=[C:33]([O:32][CH3:31])[CH:34]=4)[CH:3]=3)[NH:8][CH:9]=2)=[CH:12][CH:13]=1. (4) Given the reactants [CH3:1][S:2](Cl)(=[O:4])=[O:3].[C:6]([O:9][C:10]1[CH:15]=[CH:14][C:13]([O:16][CH2:17][C:18]2[CH:23]=[CH:22][CH:21]=[CH:20][CH:19]=2)=[C:12]([NH2:24])[CH:11]=1)(=[O:8])[CH3:7].O, predict the reaction product. The product is: [C:6]([O:9][C:10]1[CH:15]=[CH:14][C:13]([O:16][CH2:17][C:18]2[CH:23]=[CH:22][CH:21]=[CH:20][CH:19]=2)=[C:12]([NH:24][S:2]([CH3:1])(=[O:4])=[O:3])[CH:11]=1)(=[O:8])[CH3:7]. (5) Given the reactants [Cl:1][C:2]1[CH:7]=[CH:6][C:5]([C:8]2[S:9][C:10]3[C:11](=[O:36])[N:12]([C:17]4[CH:18]=[C:19]5[C:23](=[CH:24][CH:25]=4)[N:22]([Si](C(C)C)(C(C)C)C(C)C)[CH:21]=[CH:20]5)[CH2:13][CH2:14][C:15]=3[N:16]=2)=[CH:4][CH:3]=1.[F-].C([N+](CCCC)(CCCC)CCCC)CCC, predict the reaction product. The product is: [Cl:1][C:2]1[CH:7]=[CH:6][C:5]([C:8]2[S:9][C:10]3[C:11](=[O:36])[N:12]([C:17]4[CH:18]=[C:19]5[C:23](=[CH:24][CH:25]=4)[NH:22][CH:21]=[CH:20]5)[CH2:13][CH2:14][C:15]=3[N:16]=2)=[CH:4][CH:3]=1. (6) Given the reactants [Cl:1][C:2]1[CH:7]=[CH:6][C:5]([N:8]([C@H:12]2[C:21]3[C:16](=[CH:17][CH:18]=[CH:19][CH:20]=3)[N:15]([C:22](=[O:30])[C:23]3[CH:28]=[CH:27][C:26]([OH:29])=[CH:25][CH:24]=3)[C@@H:14]([CH3:31])[CH2:13]2)[C:9](=[O:11])[CH3:10])=[CH:4][CH:3]=1.C([O-])([O-])=O.[K+].[K+], predict the reaction product. The product is: [Cl:1][C:2]1[CH:3]=[CH:4][C:5]([N:8]([C@H:12]2[C:21]3[C:16](=[CH:17][CH:18]=[CH:19][CH:20]=3)[N:15]([C:22](=[O:30])[C:23]3[CH:24]=[CH:25][C:26]([O:29][CH2:2][CH2:3][CH2:4][C:5]#[N:8])=[CH:27][CH:28]=3)[C@@H:14]([CH3:31])[CH2:13]2)[C:9](=[O:11])[CH3:10])=[CH:6][CH:7]=1.